From a dataset of Catalyst prediction with 721,799 reactions and 888 catalyst types from USPTO. Predict which catalyst facilitates the given reaction. (1) Reactant: C(O[C:6]([N:8]1[CH:12]2[CH2:13][CH2:14][CH2:15][CH:11]2[N:10](C)[C:9]1=[O:17])=O)(C)(C)C.FC(F)(F)C(O)=O. Product: [CH3:6][N:8]1[CH:12]2[CH2:13][CH2:14][CH2:15][CH:11]2[NH:10][C:9]1=[O:17]. The catalyst class is: 4. (2) Reactant: [CH3:1][C:2]1[NH:8][C:7]([NH2:9])=[N:6][C:4](=[O:5])[CH:3]=1.[C:10](N1C=CN=C1)([N:12]1[CH:16]=[CH:15][N:14]=[CH:13]1)=[O:11].CC(C)=O. Product: [CH3:1][C:2]1[NH:8][C:7]([NH:9][C:10]([N:12]2[CH:16]=[CH:15][N:14]=[CH:13]2)=[O:11])=[N:6][C:4](=[O:5])[CH:3]=1. The catalyst class is: 16. (3) Reactant: C(OC([NH:8][CH2:9][C@H:10]1[CH2:15][CH2:14][C@H:13]([C:16]([NH:18][C@@H:19]([CH2:43][C:44]2[CH:49]=[CH:48][C:47]([C:50]3[CH:55]=[CH:54][C:53]([C:56](=[O:71])[NH:57][CH:58]4[CH2:63][CH2:62][N:61](C(OC(C)(C)C)=O)[CH2:60][CH2:59]4)=[CH:52][C:51]=3[CH3:72])=[CH:46][CH:45]=2)[C:20]([NH:22][C:23]2[CH:28]=[CH:27][C:26]([C:29]3[NH:33][N:32]=[C:31]([C:34]([F:42])([F:41])[C:35]([F:40])([F:39])[C:36]([OH:38])=[O:37])[N:30]=3)=[CH:25][CH:24]=2)=[O:21])=[O:17])[CH2:12][CH2:11]1)=O)(C)(C)C.[ClH:73]. Product: [ClH:73].[NH2:8][CH2:9][C@H:10]1[CH2:11][CH2:12][C@H:13]([C:16]([NH:18][C@@H:19]([CH2:43][C:44]2[CH:45]=[CH:46][C:47]([C:50]3[CH:55]=[CH:54][C:53]([C:56](=[O:71])[NH:57][CH:58]4[CH2:59][CH2:60][NH:61][CH2:62][CH2:63]4)=[CH:52][C:51]=3[CH3:72])=[CH:48][CH:49]=2)[C:20]([NH:22][C:23]2[CH:28]=[CH:27][C:26]([C:29]3[NH:33][N:32]=[C:31]([C:34]([F:42])([F:41])[C:35]([F:39])([F:40])[C:36]([OH:38])=[O:37])[N:30]=3)=[CH:25][CH:24]=2)=[O:21])=[O:17])[CH2:14][CH2:15]1. The catalyst class is: 12.